From a dataset of Forward reaction prediction with 1.9M reactions from USPTO patents (1976-2016). Predict the product of the given reaction. (1) Given the reactants [CH:1]1([NH:4][C:5]([NH:7][C:8]2[CH:13]=[CH:12][C:11]([C:14]3[N:15]=[C:16]([N:24]4[CH2:29][CH2:28][O:27][CH2:26][C@@H:25]4[CH3:30])[C:17]4[CH2:23][CH2:22][NH:21][CH2:20][C:18]=4[N:19]=3)=[CH:10][CH:9]=2)=[O:6])[CH2:3][CH2:2]1.Cl[C:32]([O:34][CH2:35][CH3:36])=[O:33], predict the reaction product. The product is: [CH:1]1([NH:4][C:5](=[O:6])[NH:7][C:8]2[CH:9]=[CH:10][C:11]([C:14]3[N:15]=[C:16]([N:24]4[CH2:29][CH2:28][O:27][CH2:26][C@@H:25]4[CH3:30])[C:17]4[CH2:23][CH2:22][N:21]([C:32]([O:34][CH2:35][CH3:36])=[O:33])[CH2:20][C:18]=4[N:19]=3)=[CH:12][CH:13]=2)[CH2:2][CH2:3]1. (2) The product is: [Cl:1][C:2]1[CH:3]=[C:4]([C:12]2[O:14][N:37]=[C:38]([C:40]3[CH:41]=[C:42]4[C:46](=[CH:47][CH:48]=3)[NH:45][N:44]=[CH:43]4)[N:39]=2)[CH:5]=[N:6][C:7]=1[O:8][CH:9]([CH3:10])[CH3:11]. Given the reactants [Cl:1][C:2]1[CH:3]=[C:4]([C:12]([OH:14])=O)[CH:5]=[N:6][C:7]=1[O:8][CH:9]([CH3:11])[CH3:10].C(Cl)CCl.C1C=CC2N(O)N=NC=2C=1.C(N(CC)CC)C.O[NH:37][C:38]([C:40]1[CH:41]=[C:42]2[C:46](=[CH:47][CH:48]=1)[NH:45][N:44]=[CH:43]2)=[NH:39].CCCC[N+](CCCC)(CCCC)CCCC.[F-], predict the reaction product. (3) Given the reactants Br[C:2]1[N:3]([CH2:17][CH:18]2[CH2:23][CH2:22][O:21][CH2:20][CH2:19]2)[C:4]2[C:9]([N:10]=1)=[C:8]([NH2:11])[N:7]=[C:6]([O:12][CH2:13][CH:14]([CH3:16])[CH3:15])[N:5]=2.Cl.[OH-:25].[Na+], predict the reaction product. The product is: [NH2:11][C:8]1[N:7]=[C:6]([O:12][CH2:13][CH:14]([CH3:16])[CH3:15])[N:5]=[C:4]2[C:9]=1[NH:10][C:2](=[O:25])[N:3]2[CH2:17][CH:18]1[CH2:23][CH2:22][O:21][CH2:20][CH2:19]1. (4) Given the reactants [CH3:1][C:2]1[CH:31]=[CH:30][CH:29]=[C:28]([CH3:32])[C:3]=1[O:4][CH2:5][CH2:6][NH:7][C:8]1[CH:13]=[C:12]([O:14][CH2:15][CH2:16][CH3:17])[CH:11]=[CH:10][C:9]=1[NH:18][C:19](=O)[CH2:20]C1CCCCN1.[CH3:33][C:34](O)=O, predict the reaction product. The product is: [CH3:32][C:28]1[CH:29]=[CH:30][CH:31]=[C:2]([CH3:1])[C:3]=1[O:4][CH2:5][CH2:6][N:7]1[C:8]2[CH:13]=[C:12]([O:14][CH2:15][CH2:16][CH3:17])[CH:11]=[CH:10][C:9]=2[N:18]=[C:19]1[CH2:20][N:7]1[CH2:34][CH2:33][CH2:10][CH2:9][CH2:8]1. (5) Given the reactants [Cl:1][C:2]1[CH:8]=[C:7]([O:9][C:10]2[C:11]3[N:18]([CH3:19])[CH:17]=[CH:16][C:12]=3[N:13]=[CH:14][N:15]=2)[CH:6]=[CH:5][C:3]=1[NH2:4].C(N(CC)CC)C.ClC(Cl)(O[C:31](=[O:37])OC(Cl)(Cl)Cl)Cl.Cl.[F:40][C:41]([F:46])([F:45])[CH2:42][CH2:43][NH2:44], predict the reaction product. The product is: [Cl:1][C:2]1[CH:8]=[C:7]([O:9][C:10]2[C:11]3[N:18]([CH3:19])[CH:17]=[CH:16][C:12]=3[N:13]=[CH:14][N:15]=2)[CH:6]=[CH:5][C:3]=1[NH:4][C:31]([NH:44][CH2:43][CH2:42][C:41]([F:46])([F:45])[F:40])=[O:37].